The task is: Regression/Classification. Given an antibody's heavy chain and light chain sequences, predict its developability. TAP uses regression for 5 developability metrics; SAbDab uses binary classification.. This data is from Antibody developability classification from SAbDab with 2,409 antibodies. The antibody is ['KVQLQQSGAELVKPGASVKLSCKASGYTFTEYFIHWVKQRSGQGLEWIGWFYPGSGSLNYNGKFKDKATFTADKSSSTVYLELSRLTSEDSAVYFCASHAYDKEPYWGQGTLVTVSA', 'DVLMTQTPLSLPVSLGDQASISCRSSQSIVHSNGNTYLEWYLQKPGQSPKLLIYKVSNRFSGVPDRFSGSGSGTDFTLKINRVEAEDLGIYYCLQGSHVPLTFGAGTTLELK']. Result: 0 (not developable).